This data is from Catalyst prediction with 721,799 reactions and 888 catalyst types from USPTO. The task is: Predict which catalyst facilitates the given reaction. (1) Reactant: [Cl:1][C:2]1[N:7]2[N:8]=[C:9]([C:15]3[O:16][CH:17]=[CH:18][C:19]=3[CH3:20])[C:10]([CH:11]([OH:14])[C:12]#[CH:13])=[C:6]2[CH:5]=[CH:4][CH:3]=1. Product: [Cl:1][C:2]1[N:7]2[N:8]=[C:9]([C:15]3[O:16][CH:17]=[CH:18][C:19]=3[CH3:20])[C:10]([C:11](=[O:14])[C:12]#[CH:13])=[C:6]2[CH:5]=[CH:4][CH:3]=1. The catalyst class is: 327. (2) The catalyst class is: 2. Product: [CH3:23][O:24][C:25]1[CH:26]=[C:27]([CH2:31][CH2:32][NH:33][C:20]([C:11]2[CH:10]=[C:9]([C:4]3[CH:5]=[CH:6][CH:7]=[CH:8][C:3]=3[O:2][CH3:1])[CH:14]=[C:13]([N:15]3[CH:19]=[N:18][N:17]=[N:16]3)[CH:12]=2)=[O:22])[CH:28]=[CH:29][CH:30]=1. Reactant: [CH3:1][O:2][C:3]1[CH:8]=[CH:7][CH:6]=[CH:5][C:4]=1[C:9]1[CH:14]=[C:13]([N:15]2[CH:19]=[N:18][N:17]=[N:16]2)[CH:12]=[C:11]([C:20]([OH:22])=O)[CH:10]=1.[CH3:23][O:24][C:25]1[CH:26]=[C:27]([CH2:31][CH2:32][NH2:33])[CH:28]=[CH:29][CH:30]=1.CCN=C=NCCCN(C)C.C1C=CC2N(O)N=NC=2C=1. (3) Reactant: [CH3:1][N:2]([CH2:4][C:5]1[CH:10]=[CH:9][C:8]([NH:11][C:12]2[O:13][CH2:14][C:15](=[O:22])[C:16]=2[C:17]([O:19][CH2:20][CH3:21])=[O:18])=[C:7]([CH3:23])[CH:6]=1)[CH3:3].[NH:24]1[C:32]2[C:27](=[CH:28][CH:29]=[CH:30][N:31]=2)[C:26]([CH:33]=O)=[CH:25]1.N1CCCCC1. Product: [NH:24]1[C:32]2=[N:31][CH:30]=[CH:29][CH:28]=[C:27]2[C:26]([CH:33]=[C:14]2[O:13][C:12]([NH:11][C:8]3[CH:9]=[CH:10][C:5]([CH2:4][N:2]([CH3:1])[CH3:3])=[CH:6][C:7]=3[CH3:23])=[C:16]([C:17]([O:19][CH2:20][CH3:21])=[O:18])[C:15]2=[O:22])=[CH:25]1. The catalyst class is: 8.